Regression/Classification. Given a drug SMILES string, predict its toxicity properties. Task type varies by dataset: regression for continuous values (e.g., LD50, hERG inhibition percentage) or binary classification for toxic/non-toxic outcomes (e.g., AMES mutagenicity, cardiotoxicity, hepatotoxicity). Dataset: ames. From a dataset of Ames mutagenicity test results for genotoxicity prediction. (1) The compound is ClC(Cl)C(Cl)(Cl)Cl. The result is 0 (non-mutagenic). (2) The drug is Cc1cc2c(c3ccc4ccccc4c13)CCCC2=O. The result is 1 (mutagenic). (3) The compound is Cc1cccc2ccc([N+](=O)[O-])cc12. The result is 1 (mutagenic). (4) The compound is Nc1cccc2ncccc12. The result is 1 (mutagenic). (5) The drug is COc1cc(C(C)=O)ccc1O. The result is 0 (non-mutagenic).